Dataset: Catalyst prediction with 721,799 reactions and 888 catalyst types from USPTO. Task: Predict which catalyst facilitates the given reaction. (1) Reactant: [Br:1][C:2]1[CH:7]=[CH:6][C:5]([C:8]([NH:10][C:11]2[CH:21]=[CH:20][CH:19]=[CH:18][C:12]=2[C:13]([O:15]CC)=[O:14])=[O:9])=[CH:4][CH:3]=1.[OH-].[Na+].Cl. Product: [Br:1][C:2]1[CH:7]=[CH:6][C:5]([C:8]([NH:10][C:11]2[CH:21]=[CH:20][CH:19]=[CH:18][C:12]=2[C:13]([OH:15])=[O:14])=[O:9])=[CH:4][CH:3]=1. The catalyst class is: 5. (2) Reactant: CS([C:5]1[N:10]=[C:9]([C:11]2[CH:16]=[CH:15][C:14]([Cl:17])=[CH:13][C:12]=2[Cl:18])[C:8]([C:19]2[CH:24]=[CH:23][C:22]([Cl:25])=[CH:21][CH:20]=2)=[CH:7][N:6]=1)(=O)=O.[NH3:26]. Product: [NH2:26][C:5]1[N:10]=[C:9]([C:11]2[CH:16]=[CH:15][C:14]([Cl:17])=[CH:13][C:12]=2[Cl:18])[C:8]([C:19]2[CH:24]=[CH:23][C:22]([Cl:25])=[CH:21][CH:20]=2)=[CH:7][N:6]=1. The catalyst class is: 3. (3) The catalyst class is: 6. Product: [Br:10][CH2:11][CH2:12][CH2:13][O:9][C:3]1[C:2]([Cl:1])=[CH:7][CH:6]=[CH:5][C:4]=1[Cl:8]. Reactant: [Cl:1][C:2]1[CH:7]=[CH:6][CH:5]=[C:4]([Cl:8])[C:3]=1[OH:9].[Br:10][CH2:11][CH2:12][CH2:13]Br.[OH-].[Na+]. (4) Reactant: [CH2:1]([O:3][C:4]1[CH:9]=[CH:8][C:7]([C:10]2[CH:15]=[CH:14][CH:13]=[C:12]([O:16][C@H:17]3[C@@H:24]4[C@@H:20]([CH2:21][NH:22][CH2:23]4)[CH2:19][CH2:18]3)[CH:11]=2)=[CH:6][CH:5]=1)[CH3:2].C(N(CC)C(C)C)(C)C.[C:34](=O)([O:42]C1C=CC([N+]([O-])=O)=CC=1)[O:35][CH2:36][C:37]1[N:38]=[CH:39][S:40][CH:41]=1.C1CCCCC1. Product: [CH2:1]([O:3][C:4]1[CH:9]=[CH:8][C:7]([C:10]2[CH:15]=[CH:14][CH:13]=[C:12]([O:16][C@H:17]3[C@@H:24]4[C@@H:20]([CH2:21][N:22]([C:34]([O:35][CH2:36][C:37]5[N:38]=[CH:39][S:40][CH:41]=5)=[O:42])[CH2:23]4)[CH2:19][CH2:18]3)[CH:11]=2)=[CH:6][CH:5]=1)[CH3:2]. The catalyst class is: 13. (5) Reactant: [OH:1][CH2:2][C:3]([CH2:10][OH:11])([CH2:7][CH:8]=[CH2:9])[C:4]([OH:6])=[O:5].[C:12]([O-])([O-])=O.[K+].[K+].CI. Product: [OH:1][CH2:2][C:3]([CH2:10][OH:11])([CH2:7][CH:8]=[CH2:9])[C:4]([O:6][CH3:12])=[O:5]. The catalyst class is: 21.